This data is from Catalyst prediction with 721,799 reactions and 888 catalyst types from USPTO. The task is: Predict which catalyst facilitates the given reaction. Reactant: [CH2:1]=[CH:2][CH:3]=[CH2:4].[CH2:5]=[CH:6][C:7]1[CH:12]=[CH:11][CH:10]=[CH:9][CH:8]=1. Product: [CH2:5]=[CH:6][C:7]1[CH:12]=[CH:11][CH:10]=[CH:9][CH:8]=1.[CH2:1]=[CH:2][CH:3]=[CH2:4].[CH2:1]=[CH:2][C:3]1[CH:8]=[CH:7][CH:6]=[CH:5][CH:4]=1. The catalyst class is: 1.